From a dataset of Forward reaction prediction with 1.9M reactions from USPTO patents (1976-2016). Predict the product of the given reaction. Given the reactants [F:1][C:2]1[CH:7]=[CH:6][C:5]([F:8])=[CH:4][C:3]=1[CH:9]1[CH2:13][CH2:12][CH2:11][N:10]1[C:14]1[CH:19]=[CH:18][N:17]2[N:20]=[CH:21][C:22](/[CH:23]=[CH:24]/[C:25]([OH:27])=O)=[C:16]2[N:15]=1.CN(C(ON1N=NC2[CH:39]=[CH:40][CH:41]=[N:42]C1=2)=[N+](C)C)C.F[P-](F)(F)(F)(F)F.CCN(C(C)C)C(C)C.C1(N)CC1, predict the reaction product. The product is: [CH:41]1([NH:42][C:25](=[O:27])/[CH:24]=[CH:23]/[C:22]2[CH:21]=[N:20][N:17]3[CH:18]=[CH:19][C:14]([N:10]4[CH2:11][CH2:12][CH2:13][CH:9]4[C:3]4[CH:4]=[C:5]([F:8])[CH:6]=[CH:7][C:2]=4[F:1])=[N:15][C:16]=23)[CH2:39][CH2:40]1.